Dataset: Forward reaction prediction with 1.9M reactions from USPTO patents (1976-2016). Task: Predict the product of the given reaction. Given the reactants Br[C:2]1[CH:11]=[CH:10][C:5]([C:6]([O:8][CH3:9])=[O:7])=[CH:4][C:3]=1[F:12].CC1(C)C(C)(C)OB([C:21]2[CH2:22][CH2:23][NH:24][CH2:25][CH:26]=2)O1.[C:28]([O-:31])(O)=[O:29].[Na+], predict the reaction product. The product is: [C:5]([O:31][C:28]([N:24]1[CH2:25][CH:26]=[C:21]([C:2]2[CH:11]=[CH:10][C:5]([C:6]([O:8][CH3:9])=[O:7])=[CH:4][C:3]=2[F:12])[CH2:22][CH2:23]1)=[O:29])([CH3:10])([CH3:6])[CH3:4].